From a dataset of Forward reaction prediction with 1.9M reactions from USPTO patents (1976-2016). Predict the product of the given reaction. (1) Given the reactants [Br:1][C:2]1[CH:3]=[N:4][CH:5]=[CH:6][C:7]=1[CH2:8][O:9][C:10]1[CH:11]=[N:12][C:13]([N:16]2[CH2:21][CH2:20][N:19](/[C:22](=[N:29]/O)/[NH:23][C:24](=[O:28])[CH:25]([CH3:27])[CH3:26])[CH2:18][CH2:17]2)=[N:14][CH:15]=1, predict the reaction product. The product is: [Br:1][C:2]1[CH:3]=[N:4][CH:5]=[CH:6][C:7]=1[CH2:8][O:9][C:10]1[CH:15]=[N:14][C:13]([N:16]2[CH2:21][CH2:20][N:19]([C:22]3[N:23]=[C:24]([CH:25]([CH3:27])[CH3:26])[O:28][N:29]=3)[CH2:18][CH2:17]2)=[N:12][CH:11]=1. (2) Given the reactants [C@@]12(CS(O)(=O)=O)C(C)(C)C(CC1)CC2=O.[Cl:16][C:17]1[CH:22]=[CH:21][CH:20]=[CH:19][C:18]=1[CH:23]([N:27]1[CH2:32][CH2:31][C:30]2[S:33][CH:34]=[CH:35][C:29]=2[CH2:28]1)[C:24]([NH2:26])=[O:25].C(OCC)(=O)C, predict the reaction product. The product is: [Cl:16][C:17]1[CH:22]=[CH:21][CH:20]=[CH:19][C:18]=1[C@@H:23]([N:27]1[CH2:32][CH2:31][C:30]2[S:33][CH:34]=[CH:35][C:29]=2[CH2:28]1)[C:24]([NH2:26])=[O:25]. (3) Given the reactants [Br:1][C:2]1[C:3]([NH2:10])=[C:4]([NH2:9])[C:5]([Br:8])=[CH:6][CH:7]=1.[C:11]1([B:17](O)O)[CH:16]=[CH:15][CH:14]=[CH:13][CH:12]=1, predict the reaction product. The product is: [Br:1][CH:2]1[CH:3]2[C:4]([NH:9][B:17]([C:11]3[CH:16]=[CH:15][CH:14]=[CH:13][CH:12]=3)[NH:10]2)=[C:5]([Br:8])[CH:6]=[CH:7]1. (4) Given the reactants [CH2:1]([C:4]1[C:13]2[O:12][CH2:11][C:10](=[O:14])[NH:9][C:8]=2[CH:7]=[CH:6][CH:5]=1)[CH:2]=[CH2:3].Cl[CH:16]([CH3:20])[C:17](=[O:19])[CH3:18].C([O-])([O-])=O.[K+].[K+], predict the reaction product. The product is: [CH3:20][CH:16]([N:9]1[C:8]2[CH:7]=[CH:6][CH:5]=[C:4]([CH2:1][CH:2]=[CH2:3])[C:13]=2[O:12][CH2:11][C:10]1=[O:14])[C:17](=[O:19])[CH3:18]. (5) Given the reactants C(OC([N:8]1[CH2:31][CH2:30][C:11]2([CH2:14][N:13]([C@H:15]3[C:23]4[C:18](=[CH:19][C:20]([N:24]5[CH:28]=[C:27]([CH3:29])[CH:26]=[N:25]5)=[CH:21][CH:22]=4)[CH2:17][CH2:16]3)[CH2:12]2)[CH2:10][CH2:9]1)=O)(C)(C)C.[ClH:32], predict the reaction product. The product is: [ClH:32].[ClH:32].[CH3:29][C:27]1[CH:26]=[N:25][N:24]([C:20]2[CH:19]=[C:18]3[C:23](=[CH:22][CH:21]=2)[C@H:15]([N:13]2[CH2:14][C:11]4([CH2:30][CH2:31][NH:8][CH2:9][CH2:10]4)[CH2:12]2)[CH2:16][CH2:17]3)[CH:28]=1. (6) The product is: [C:34]([O:33][C:31]([N:17]([CH2:18][CH2:19][C:20]1[CH:25]=[CH:24][C:23]([O:26][C:27]([F:30])([F:29])[F:28])=[CH:22][CH:21]=1)[C:5]1[N:4]=[C:3]([O:2][CH3:1])[N:8]=[C:7]([O:9][S:10]([C:13]([F:16])([F:14])[F:15])(=[O:12])=[O:11])[CH:6]=1)=[O:32])([CH3:37])([CH3:36])[CH3:35]. Given the reactants [CH3:1][O:2][C:3]1[N:8]=[C:7]([O:9][S:10]([C:13]([F:16])([F:15])[F:14])(=[O:12])=[O:11])[CH:6]=[C:5]([NH:17][CH2:18][CH2:19][C:20]2[CH:25]=[CH:24][C:23]([O:26][C:27]([F:30])([F:29])[F:28])=[CH:22][CH:21]=2)[N:4]=1.[C:31](O[C:31]([O:33][C:34]([CH3:37])([CH3:36])[CH3:35])=[O:32])([O:33][C:34]([CH3:37])([CH3:36])[CH3:35])=[O:32], predict the reaction product. (7) Given the reactants [N+:1]([C:4]1[C:12]2[NH:11][C:10]3[CH2:13][CH2:14][NH:15][CH2:16][C:9]=3[C:8]=2[CH:7]=[CH:6][CH:5]=1)([O-:3])=[O:2].[CH2:17]([O:19][C:20](Cl)=[O:21])[CH3:18], predict the reaction product. The product is: [CH2:17]([O:19][C:20]([N:15]1[CH2:14][CH2:13][C:10]2[NH:11][C:12]3[C:4]([N+:1]([O-:3])=[O:2])=[CH:5][CH:6]=[CH:7][C:8]=3[C:9]=2[CH2:16]1)=[O:21])[CH3:18]. (8) The product is: [CH3:29][O:30][C:31]1[CH:38]=[CH:37][C:34]([CH2:35][O:26][C:21]2[C:22]([CH3:25])=[C:23]([CH3:24])[C:4]3[O:3][C:2]([CH3:28])([CH3:1])[CH:6]([C:7]4[CH:8]=[CH:9][C:10]([N:13]5[CH2:18][CH2:17][N:16]([CH3:19])[CH2:15][CH2:14]5)=[CH:11][CH:12]=4)[C:5]=3[C:20]=2[CH3:27])=[CH:33][CH:32]=1. Given the reactants [CH3:1][C:2]1([CH3:28])[CH:6]([C:7]2[CH:12]=[CH:11][C:10]([N:13]3[CH2:18][CH2:17][N:16]([CH3:19])[CH2:15][CH2:14]3)=[CH:9][CH:8]=2)[C:5]2[C:20]([CH3:27])=[C:21]([OH:26])[C:22]([CH3:25])=[C:23]([CH3:24])[C:4]=2[O:3]1.[CH3:29][O:30][C:31]1[CH:38]=[CH:37][C:34]([CH2:35]Cl)=[CH:33][CH:32]=1, predict the reaction product.